Dataset: Forward reaction prediction with 1.9M reactions from USPTO patents (1976-2016). Task: Predict the product of the given reaction. Given the reactants [O:1]=[C:2]1[CH2:7][CH2:6][N:5]([C:8]([O:10][C:11]([CH3:14])([CH3:13])[CH3:12])=[O:9])[CH2:4][CH2:3]1.B(F)(F)F.CCOCC.[N+](=[CH:26][C:27]([O:29][CH2:30][CH3:31])=[O:28])=[N-], predict the reaction product. The product is: [O:1]=[C:2]1[CH2:7][CH2:6][N:5]([C:8]([O:10][C:11]([CH3:12])([CH3:13])[CH3:14])=[O:9])[CH2:4][CH2:3][CH:26]1[C:27]([O:29][CH2:30][CH3:31])=[O:28].